Dataset: NCI-60 drug combinations with 297,098 pairs across 59 cell lines. Task: Regression. Given two drug SMILES strings and cell line genomic features, predict the synergy score measuring deviation from expected non-interaction effect. Drug 1: C1=C(C(=O)NC(=O)N1)N(CCCl)CCCl. Drug 2: CCCCCOC(=O)NC1=NC(=O)N(C=C1F)C2C(C(C(O2)C)O)O. Cell line: A549. Synergy scores: CSS=27.2, Synergy_ZIP=2.92, Synergy_Bliss=4.37, Synergy_Loewe=-21.1, Synergy_HSA=2.96.